From a dataset of Peptide-MHC class II binding affinity with 134,281 pairs from IEDB. Regression. Given a peptide amino acid sequence and an MHC pseudo amino acid sequence, predict their binding affinity value. This is MHC class II binding data. The peptide sequence is LLCGIGCAMLHWSLIK. The MHC is DRB5_0101 with pseudo-sequence DRB5_0101. The binding affinity (normalized) is 0.750.